This data is from Reaction yield outcomes from USPTO patents with 853,638 reactions. The task is: Predict the reaction yield, written as a fraction of the theoretical maximum amount of product (1.0 means a 100% yield; for example, 0.34 means a 34% yield). (1) The reactants are Cl[C:2]1[CH:11]=[C:10]([C:12]#[N:13])[C:5]([C:6]([O:8][CH3:9])=[O:7])=[C:4]([NH:14][C:15]2[CH:20]=[CH:19][CH:18]=[C:17]([S:21]([CH3:24])(=[O:23])=[O:22])[CH:16]=2)[N:3]=1.[NH2:25][C@H:26]([CH2:30][CH:31]([CH3:33])[CH3:32])[C:27]([NH2:29])=[O:28].CCN(CC)CC.C([O-])(O)=O.[Na+]. The catalyst is CN(C=O)C. The product is [NH2:29][C:27](=[O:28])[C@H:26]([NH:25][C:2]1[CH:11]=[C:10]([C:12]#[N:13])[C:5]([C:6]([O:8][CH3:9])=[O:7])=[C:4]([NH:14][C:15]2[CH:20]=[CH:19][CH:18]=[C:17]([S:21]([CH3:24])(=[O:23])=[O:22])[CH:16]=2)[N:3]=1)[CH2:30][CH:31]([CH3:33])[CH3:32]. The yield is 0.500. (2) The reactants are [OH:1][N:2]1[C:6](=[O:7])[CH2:5][CH2:4][C:3]1=[O:8].[CH3:9][O:10][C:11]([C@H:13]1[CH2:18][CH2:17][C@H:16]([C:19](O)=[O:20])[CH2:15][CH2:14]1)=[O:12]. The catalyst is C1COCC1. The product is [O:8]=[C:3]1[CH2:4][CH2:5][C:6](=[O:7])[N:2]1[O:1][C:19]([C@H:16]1[CH2:15][CH2:14][C@H:13]([C:11]([O:10][CH3:9])=[O:12])[CH2:18][CH2:17]1)=[O:20]. The yield is 0.780. (3) The reactants are Br[C:2]1[CH:3]=[C:4]([C:11](=O)[CH3:12])[CH:5]=[CH:6][C:7]=1[N+:8]([O-:10])=[O:9].[C:14]([NH2:17])(=[S:16])[CH3:15].C(OCC)(=O)C. The catalyst is CN(C)C=O. The product is [CH3:15][C:14]1[S:16][CH:12]=[C:11]([C:4]2[CH:5]=[CH:6][C:7]([N+:8]([O-:10])=[O:9])=[CH:2][CH:3]=2)[N:17]=1. The yield is 0.800. (4) The reactants are CS(O[CH2:6][CH2:7][NH:8][C:9]1[C:13]([C:14]2[N:18]([C:19]3[CH:24]=[CH:23][C:22]([F:25])=[C:21]([Br:26])[CH:20]=3)[C:17](=[O:27])[O:16][N:15]=2)=[N:12][O:11][N:10]=1)(=O)=O.[N-:28]=[N+:29]=[N-:30].[Na+]. The catalyst is CN(C)C=O. The product is [N:28]([CH2:6][CH2:7][NH:8][C:9]1[C:13]([C:14]2[N:18]([C:19]3[CH:24]=[CH:23][C:22]([F:25])=[C:21]([Br:26])[CH:20]=3)[C:17](=[O:27])[O:16][N:15]=2)=[N:12][O:11][N:10]=1)=[N+:29]=[N-:30]. The yield is 0.770. (5) The reactants are COC(=O)C(NC1C=C(Cl)C=C(Cl)C=1OCC1C=CC=CC=1)=CC([O-])=O.C([O:34][C:35]([C:37]1[CH:46]=[C:45]([O:47]CC2C=CC=CC=2)[C:44]2[C:39](=[C:40]([O:61]CC3C=CC=CC=3)[C:41]([C:55]3[CH:60]=[CH:59][CH:58]=[CH:57][CH:56]=3)=[CH:42][CH:43]=2)[N:38]=1)=[O:36])C1C=CC=CC=1. No catalyst specified. The product is [OH:47][C:45]1[C:44]2[C:39](=[C:40]([OH:61])[C:41]([C:55]3[CH:60]=[CH:59][CH:58]=[CH:57][CH:56]=3)=[CH:42][CH:43]=2)[N:38]=[C:37]([C:35]([OH:36])=[O:34])[CH:46]=1. The yield is 0.690. (6) The reactants are [CH3:1][O:2][C:3](=[O:22])[C:4]1[CH:9]=[C:8]([N+:10]([O-])=O)[C:7]([NH2:13])=[C:6]([Cl:14])[C:5]=1[NH:15][C:16]1[CH:21]=[CH:20][CH:19]=[CH:18][CH:17]=1.CCO.CO.[NH4+].[Cl-].C1COCC1. The catalyst is C(Cl)Cl.C1COCC1.O.[Zn]. The product is [CH3:1][O:2][C:3](=[O:22])[C:4]1[CH:9]=[C:8]([NH2:10])[C:7]([NH2:13])=[C:6]([Cl:14])[C:5]=1[NH:15][C:16]1[CH:17]=[CH:18][CH:19]=[CH:20][CH:21]=1. The yield is 0.700. (7) The reactants are C([O:3][C:4](=[O:22])[CH2:5][CH:6]1[O:10][B:9]([OH:11])[C:8]2[CH:12]=[C:13]([O:16][C:17]3[S:18][CH:19]=[N:20][N:21]=3)[CH:14]=[CH:15][C:7]1=2)C.[Li+].[OH-].Cl. The catalyst is C1COCC1.O.O. The product is [OH:11][B:9]1[C:8]2[CH:12]=[C:13]([O:16][C:17]3[S:18][CH:19]=[N:20][N:21]=3)[CH:14]=[CH:15][C:7]=2[CH:6]([CH2:5][C:4]([OH:22])=[O:3])[O:10]1. The yield is 0.870.